Dataset: Catalyst prediction with 721,799 reactions and 888 catalyst types from USPTO. Task: Predict which catalyst facilitates the given reaction. (1) Reactant: [Br:1][C:2]1[CH:3]=[C:4]([CH2:8][N:9]2C(=O)C3=CC=CC=C3C2=O)[CH:5]=[N:6][CH:7]=1.CN.[OH-].[Na+]. Product: [Br:1][C:2]1[CH:3]=[C:4]([CH2:8][NH2:9])[CH:5]=[N:6][CH:7]=1. The catalyst class is: 33. (2) Reactant: N#N.[Cl:3][C:4]1[C:5]([C:17]([F:20])([F:19])[F:18])=[N:6][C:7]2[C:12]([N:13]=1)=[CH:11][C:10]([C:14]([OH:16])=[O:15])=[CH:9][CH:8]=2.[C:21](OC(O[C:21]([CH3:24])([CH3:23])[CH3:22])N(C)C)([CH3:24])([CH3:23])[CH3:22]. Product: [Cl:3][C:4]1[C:5]([C:17]([F:19])([F:18])[F:20])=[N:6][C:7]2[C:12]([N:13]=1)=[CH:11][C:10]([C:14]([O:16][C:21]([CH3:24])([CH3:23])[CH3:22])=[O:15])=[CH:9][CH:8]=2. The catalyst class is: 3. (3) Reactant: C(OC(=O)[NH:7][C:8]1[CH:13]=[C:12]([C:14]#[N:15])[CH:11]=[C:10]([N:16]2[CH2:21][CH2:20][O:19][CH:18]([C:22]([N:24]3[CH2:29][CH2:28][O:27][CH2:26][CH2:25]3)=[O:23])[CH2:17]2)[C:9]=1[Cl:30])(C)(C)C.C(O)(C(F)(F)F)=O. Product: [NH2:7][C:8]1[CH:13]=[C:12]([CH:11]=[C:10]([N:16]2[CH2:21][CH2:20][O:19][CH:18]([C:22]([N:24]3[CH2:29][CH2:28][O:27][CH2:26][CH2:25]3)=[O:23])[CH2:17]2)[C:9]=1[Cl:30])[C:14]#[N:15]. The catalyst class is: 4. (4) Reactant: P(Cl)(Cl)([Cl:3])=O.[Cl:6][C:7]1[CH:8]=[CH:9][C:10]2[NH:16][C:15](=O)[C:14]3=[CH:18][C:19]([CH3:21])=[CH:20][N:13]3[CH2:12][C:11]=2[CH:22]=1.CN(C)C1C=CC=CC=1. Product: [Cl:6][C:7]1[CH:8]=[CH:9][C:10]2[N:16]=[C:15]([Cl:3])[C:14]3=[CH:18][C:19]([CH3:21])=[CH:20][N:13]3[CH2:12][C:11]=2[CH:22]=1. The catalyst class is: 520.